The task is: Predict the product of the given reaction.. This data is from Forward reaction prediction with 1.9M reactions from USPTO patents (1976-2016). (1) Given the reactants [F:1][C:2]1[CH:9]=[CH:8][C:5]([CH:6]=O)=[CH:4][CH:3]=1.[CH2:10]([O:12][C:13]([CH:15]1[CH:20]2[CH2:21][CH:17]([CH2:18][CH2:19]2)[N:16]1[NH2:22])=[O:14])[CH3:11].C([BH3-])#N.[Na+], predict the reaction product. The product is: [CH2:10]([O:12][C:13]([CH:15]1[CH:20]2[CH2:21][CH:17]([CH2:18][CH2:19]2)[N:16]1[NH:22][CH2:6][C:5]1[CH:8]=[CH:9][C:2]([F:1])=[CH:3][CH:4]=1)=[O:14])[CH3:11]. (2) Given the reactants [C:1]([O:5][C:6]([N:8]1[CH2:13][CH2:12][C:11]([CH2:15][NH2:16])([F:14])[CH2:10][CH2:9]1)=[O:7])([CH3:4])([CH3:3])[CH3:2].C([N:24]1[CH:28]=[CH:27][N:26]=[CH:25]1)([N:24]1[CH:28]=[CH:27][N:26]=[CH:25]1)=S.N1C=CN=C1.NC1C=[CH:39][C:38]([F:41])=[CH:37][C:36]=1[S:42](N)(=[O:44])=[O:43].CN(C1C=CC=CN=1)C.C(N=C=NC(C)C)(C)C, predict the reaction product. The product is: [C:1]([O:5][C:6]([N:8]1[CH2:9][CH2:10][C:11]([F:14])([CH2:15][NH:16][C:25]2[NH:24][C:28]3[CH:27]=[CH:39][C:38]([F:41])=[CH:37][C:36]=3[S:42](=[O:44])(=[O:43])[N:26]=2)[CH2:12][CH2:13]1)=[O:7])([CH3:4])([CH3:3])[CH3:2]. (3) Given the reactants [OH:1][CH:2]([C:4]1[N:5]=[C:6]([C:9]2[CH:14]=[CH:13][CH:12]=[CH:11][C:10]=2[NH:15][C:16]([O:18][CH2:19][CH:20]2[CH2:25][CH2:24][N:23](C(OC(C)(C)C)=O)[CH2:22][CH2:21]2)=[O:17])[S:7][CH:8]=1)[CH3:3].FC(F)(F)C(O)=O, predict the reaction product. The product is: [OH:1][CH:2]([C:4]1[N:5]=[C:6]([C:9]2[CH:14]=[CH:13][CH:12]=[CH:11][C:10]=2[NH:15][C:16](=[O:17])[O:18][CH2:19][CH:20]2[CH2:25][CH2:24][NH:23][CH2:22][CH2:21]2)[S:7][CH:8]=1)[CH3:3]. (4) Given the reactants [NH2:1][C:2]1[CH:7]=[CH:6][C:5]([N:8]2[CH2:13][CH2:12][N:11]([C:14]([O:16][C:17]([CH3:20])([CH3:19])[CH3:18])=[O:15])[CH2:10][CH2:9]2)=[CH:4][C:3]=1[O:21][CH3:22].[Br:23][C:24]1[CH:25]=[CH:26][CH:27]=[C:28]2[C:33]=1[N:32]=[C:31](Cl)[N:30]=[CH:29]2.C(O)(C(F)(F)F)=O, predict the reaction product. The product is: [Br:23][C:24]1[CH:25]=[CH:26][CH:27]=[C:28]2[C:33]=1[N:32]=[C:31]([NH:1][C:2]1[CH:7]=[CH:6][C:5]([N:8]3[CH2:13][CH2:12][N:11]([C:14]([O:16][C:17]([CH3:18])([CH3:19])[CH3:20])=[O:15])[CH2:10][CH2:9]3)=[CH:4][C:3]=1[O:21][CH3:22])[N:30]=[CH:29]2. (5) Given the reactants [Br:1][C:2]1[CH:7]=[CH:6][N:5]=[C:4]2[N:8]([S:21]([C:24]3[CH:30]=[CH:29][C:27]([CH3:28])=[CH:26][CH:25]=3)(=[O:23])=[O:22])[C:9]([C:11]3[CH:12]=[C:13]([S:17]([NH2:20])(=[O:19])=[O:18])[CH:14]=[CH:15][CH:16]=3)=[CH:10][C:3]=12.C([Si](C(C)C)(C(C)C)N1C2C(=C(C3C=CN=C4N(COCC[Si](C)(C)C)C(C5C=C(S(N)(=O)=O)C=CC=5)=CC=34)C=CC=2)C=C1)(C)C.I[CH2:78][CH2:79][CH2:80][OH:81].C(=O)([O-])[O-].[K+].[K+].C(=O)([O-])[O-].[Cs+].[Cs+], predict the reaction product. The product is: [Br:1][C:2]1[CH:7]=[CH:6][N:5]=[C:4]2[N:8]([S:21]([C:24]3[CH:25]=[CH:26][C:27]([CH3:28])=[CH:29][CH:30]=3)(=[O:23])=[O:22])[C:9]([C:11]3[CH:12]=[C:13]([S:17]([NH:20][CH2:78][CH2:79][CH2:80][OH:81])(=[O:19])=[O:18])[CH:14]=[CH:15][CH:16]=3)=[CH:10][C:3]=12. (6) The product is: [CH2:23]([C:4]1[CH:3]=[C:2]([CH:7]=[CH:6][C:5]=1[S:8](=[O:10])(=[O:9])[NH:11][CH2:12][C:13]1[CH:14]=[C:15]2[C:19](=[CH:20][CH:21]=1)[N:18]([CH3:22])[N:17]=[CH:16]2)[C:69]([O:68][CH3:67])=[O:70])[CH3:24]. Given the reactants Br[C:2]1[CH:7]=[CH:6][C:5]([S:8]([NH:11][CH2:12][C:13]2[CH:14]=[C:15]3[C:19](=[CH:20][CH:21]=2)[N:18]([CH3:22])[N:17]=[CH:16]3)(=[O:10])=[O:9])=[C:4]([CH2:23][CH3:24])[CH:3]=1.C1(P(C2C=CC=CC=2)CCCP(C2C=CC=CC=2)C2C=CC=CC=2)C=CC=CC=1.C(N(CC)CC)C.CN(C=O)C.C[CH2:67][O:68][C:69](C)=[O:70].CCCCCC, predict the reaction product. (7) Given the reactants [Br:1][C:2]1[N:7]=[CH:6][C:5]([OH:8])=[CH:4][C:3]=1[CH3:9].Br[CH2:11][CH2:12][O:13][CH3:14].C([O-])([O-])=O.[K+].[K+], predict the reaction product. The product is: [Br:1][C:2]1[C:3]([CH3:9])=[CH:4][C:5]([O:8][CH2:11][CH2:12][O:13][CH3:14])=[CH:6][N:7]=1.